Regression. Given two drug SMILES strings and cell line genomic features, predict the synergy score measuring deviation from expected non-interaction effect. From a dataset of NCI-60 drug combinations with 297,098 pairs across 59 cell lines. (1) Drug 1: C1CCN(CC1)CCOC2=CC=C(C=C2)C(=O)C3=C(SC4=C3C=CC(=C4)O)C5=CC=C(C=C5)O. Drug 2: C1C(C(OC1N2C=NC(=NC2=O)N)CO)O. Cell line: SK-MEL-2. Synergy scores: CSS=13.6, Synergy_ZIP=-0.559, Synergy_Bliss=5.33, Synergy_Loewe=-2.21, Synergy_HSA=2.40. (2) Drug 1: C1=NC2=C(N1)C(=S)N=C(N2)N. Drug 2: C(=O)(N)NO. Synergy scores: CSS=29.9, Synergy_ZIP=-1.60, Synergy_Bliss=-2.06, Synergy_Loewe=-3.33, Synergy_HSA=0.598. Cell line: HCC-2998. (3) Drug 1: C1CC(C1)(C(=O)O)C(=O)O.[NH2-].[NH2-].[Pt+2]. Drug 2: C#CCC(CC1=CN=C2C(=N1)C(=NC(=N2)N)N)C3=CC=C(C=C3)C(=O)NC(CCC(=O)O)C(=O)O. Cell line: TK-10. Synergy scores: CSS=38.4, Synergy_ZIP=3.19, Synergy_Bliss=-0.715, Synergy_Loewe=-10.1, Synergy_HSA=-1.06. (4) Drug 1: CN1CCC(CC1)COC2=C(C=C3C(=C2)N=CN=C3NC4=C(C=C(C=C4)Br)F)OC. Drug 2: C1CC(C1)(C(=O)O)C(=O)O.[NH2-].[NH2-].[Pt+2]. Cell line: EKVX. Synergy scores: CSS=23.4, Synergy_ZIP=-3.41, Synergy_Bliss=-0.532, Synergy_Loewe=-29.1, Synergy_HSA=1.25. (5) Drug 1: CS(=O)(=O)CCNCC1=CC=C(O1)C2=CC3=C(C=C2)N=CN=C3NC4=CC(=C(C=C4)OCC5=CC(=CC=C5)F)Cl. Drug 2: C(=O)(N)NO. Cell line: NCI-H522. Synergy scores: CSS=18.4, Synergy_ZIP=-5.66, Synergy_Bliss=-2.49, Synergy_Loewe=-6.57, Synergy_HSA=-3.13. (6) Drug 1: CC1=C2C(C(=O)C3(C(CC4C(C3C(C(C2(C)C)(CC1OC(=O)C(C(C5=CC=CC=C5)NC(=O)C6=CC=CC=C6)O)O)OC(=O)C7=CC=CC=C7)(CO4)OC(=O)C)O)C)OC(=O)C. Drug 2: CNC(=O)C1=NC=CC(=C1)OC2=CC=C(C=C2)NC(=O)NC3=CC(=C(C=C3)Cl)C(F)(F)F. Cell line: K-562. Synergy scores: CSS=45.5, Synergy_ZIP=15.2, Synergy_Bliss=14.1, Synergy_Loewe=-44.3, Synergy_HSA=3.76. (7) Drug 1: CC12CCC3C(C1CCC2=O)CC(=C)C4=CC(=O)C=CC34C. Drug 2: CCCCCOC(=O)NC1=NC(=O)N(C=C1F)C2C(C(C(O2)C)O)O. Cell line: HOP-62. Synergy scores: CSS=43.8, Synergy_ZIP=0.0759, Synergy_Bliss=1.41, Synergy_Loewe=-16.7, Synergy_HSA=-0.264. (8) Drug 1: CC1=C(C=C(C=C1)C(=O)NC2=CC(=CC(=C2)C(F)(F)F)N3C=C(N=C3)C)NC4=NC=CC(=N4)C5=CN=CC=C5. Drug 2: CC1=C(N=C(N=C1N)C(CC(=O)N)NCC(C(=O)N)N)C(=O)NC(C(C2=CN=CN2)OC3C(C(C(C(O3)CO)O)O)OC4C(C(C(C(O4)CO)O)OC(=O)N)O)C(=O)NC(C)C(C(C)C(=O)NC(C(C)O)C(=O)NCCC5=NC(=CS5)C6=NC(=CS6)C(=O)NCCC[S+](C)C)O. Cell line: NCI-H322M. Synergy scores: CSS=3.00, Synergy_ZIP=-0.616, Synergy_Bliss=-1.17, Synergy_Loewe=1.15, Synergy_HSA=-1.34. (9) Drug 1: CS(=O)(=O)CCNCC1=CC=C(O1)C2=CC3=C(C=C2)N=CN=C3NC4=CC(=C(C=C4)OCC5=CC(=CC=C5)F)Cl. Drug 2: CCC1(C2=C(COC1=O)C(=O)N3CC4=CC5=C(C=CC(=C5CN(C)C)O)N=C4C3=C2)O.Cl. Cell line: CCRF-CEM. Synergy scores: CSS=39.4, Synergy_ZIP=10.9, Synergy_Bliss=5.96, Synergy_Loewe=-58.9, Synergy_HSA=-3.22.